From a dataset of Full USPTO retrosynthesis dataset with 1.9M reactions from patents (1976-2016). Predict the reactants needed to synthesize the given product. (1) The reactants are: [OH:1][C@@:2]1([CH3:16])[CH2:6][C:5](=[O:7])[N:4](C(OC(C)(C)C)=O)[C@H:3]1[CH3:15]. Given the product [OH:1][C@:2]1([CH3:16])[C@H:3]([CH3:15])[NH:4][C:5](=[O:7])[CH2:6]1, predict the reactants needed to synthesize it. (2) Given the product [Cl:1][C:2]1[CH:7]=[C:6]([I:33])[C:5]([O:8][CH3:9])=[CH:4][C:3]=1[C:10]1[CH:15]=[CH:14][CH:13]=[C:12]([F:16])[CH:11]=1, predict the reactants needed to synthesize it. The reactants are: [Cl:1][C:2]1[CH:7]=[CH:6][C:5]([O:8][CH3:9])=[CH:4][C:3]=1[C:10]1[CH:15]=[CH:14][CH:13]=[C:12]([F:16])[CH:11]=1.CC(O)=O.S(=O)(=O)(O)O.C1C(=O)N([I:33])C(=O)C1. (3) The reactants are: [CH3:1][C:2]1[CH:10]=[CH:9][C:8]2[N:4]([C:5]([C:13]3[CH:18]=[CH:17][CH:16]=[CH:15][N:14]=3)=[C:6]([CH2:11][OH:12])[CH:7]=2)[CH:3]=1. Given the product [CH3:1][C:2]1[CH:10]=[CH:9][C:8]2[N:4]([C:5]([C:13]3[CH:18]=[CH:17][CH:16]=[CH:15][N:14]=3)=[C:6]([CH:11]=[O:12])[CH:7]=2)[CH:3]=1, predict the reactants needed to synthesize it. (4) The reactants are: Cl[C:2]1[N:7]=[C:6]([N:8]2[CH2:12][CH2:11][C@@:10]([CH:15]3[CH2:17][CH2:16]3)([C:13]#[N:14])[C:9]2=[O:18])[CH:5]=[CH:4][N:3]=1.[NH2:19][C:20]1[CH:21]=[N:22][N:23]([C:25]([CH3:29])([CH3:28])[CH2:26][OH:27])[CH:24]=1.C(O)(=O)C. Given the product [CH:15]1([C@@:10]2([C:13]#[N:14])[CH2:11][CH2:12][N:8]([C:6]3[CH:5]=[CH:4][N:3]=[C:2]([NH:19][C:20]4[CH:21]=[N:22][N:23]([C:25]([CH3:29])([CH3:28])[CH2:26][OH:27])[CH:24]=4)[N:7]=3)[C:9]2=[O:18])[CH2:17][CH2:16]1, predict the reactants needed to synthesize it. (5) Given the product [Br:1][C:2]1[CH:3]=[C:4]([N:12]=[S:10]([CH3:13])([CH3:9])=[O:11])[CH:5]=[CH:6][CH:7]=1, predict the reactants needed to synthesize it. The reactants are: [Br:1][C:2]1[CH:7]=[CH:6][CH:5]=[C:4](I)[CH:3]=1.[CH3:9][S:10]([CH3:13])(=[NH:12])=[O:11].C(=O)([O-])[O-].[Cs+].[Cs+].C1(P(C2C=CC=CC=2)C2C=CC=C3C=2OC2C(P(C4C=CC=CC=4)C4C=CC=CC=4)=CC=CC=2C3(C)C)C=CC=CC=1. (6) Given the product [F:1][C:2]1[CH:7]=[C:6]([I:8])[CH:5]=[CH:4][C:3]=1[NH:9][C:17]1[C:12]([NH:11][S:27]([CH:24]2[CH2:26][CH2:25]2)(=[O:29])=[O:28])=[CH:13][N:14]([CH3:20])[C:15](=[O:19])[C:16]=1[CH3:18], predict the reactants needed to synthesize it. The reactants are: [F:1][C:2]1[CH:7]=[C:6]([I:8])[CH:5]=[CH:4][C:3]=1[N:9]1[C:17]2[C:12](=[CH:13][N:14]([CH3:20])[C:15](=[O:19])[C:16]=2[CH3:18])[NH:11]C1=O.[H-].[Na+].[CH:24]1([S:27](Cl)(=[O:29])=[O:28])[CH2:26][CH2:25]1.[OH-].[Na+].Cl.